This data is from Full USPTO retrosynthesis dataset with 1.9M reactions from patents (1976-2016). The task is: Predict the reactants needed to synthesize the given product. Given the product [Cl:28][C:11]1[CH:10]=[C:9]([OH:8])[CH:26]=[C:25]([Cl:27])[C:12]=1[CH2:13][N:14]1[CH2:18][CH2:17][C:16]2([CH2:19][CH2:20][CH2:21][CH2:22][CH2:23]2)[C:15]1=[O:24], predict the reactants needed to synthesize it. The reactants are: C([O:8][C:9]1[CH:26]=[C:25]([Cl:27])[C:12]([CH2:13][N:14]2[CH2:18][CH2:17][C:16]3([CH2:23][CH2:22][CH2:21][CH2:20][CH2:19]3)[C:15]2=[O:24])=[C:11]([Cl:28])[CH:10]=1)C1C=CC=CC=1.